This data is from Reaction yield outcomes from USPTO patents with 853,638 reactions. The task is: Predict the reaction yield, written as a fraction of the theoretical maximum amount of product (1.0 means a 100% yield; for example, 0.34 means a 34% yield). (1) The catalyst is CN(C1C=CN=CC=1)C.C1COCC1. The reactants are [CH3:13][C:12]([O:11][C:9](O[C:9]([O:11][C:12]([CH3:15])([CH3:14])[CH3:13])=[O:10])=[O:10])([CH3:15])[CH3:14].[Br:16][C:17]1[CH:22]=[C:21]([C:23]([F:26])([F:25])[F:24])[C:20]([Cl:27])=[CH:19][C:18]=1[NH2:28]. The yield is 0.990. The product is [C:12]([O:11][C:9]([N:28]([C:9]([O:11][C:12]([CH3:13])([CH3:14])[CH3:15])=[O:10])[C:18]1[C:17]([Br:16])=[CH:22][C:21]([C:23]([F:25])([F:26])[F:24])=[C:20]([Cl:27])[CH:19]=1)=[O:10])([CH3:15])([CH3:14])[CH3:13]. (2) The reactants are C(OC([NH:11][CH2:12][CH2:13][CH2:14][C@@H:15]([NH:24][C:25](=[O:53])[CH2:26][C@H:27]([O:39][C:40](=[O:52])[CH2:41][CH2:42][CH2:43][CH2:44][CH2:45][CH2:46][CH2:47][CH2:48][CH2:49][CH2:50][CH3:51])[CH2:28][CH2:29][CH2:30][CH2:31][CH2:32][CH2:33][CH2:34][CH2:35][CH2:36][CH2:37][CH3:38])[CH2:16][O:17][CH:18]1[CH2:23][CH2:22][CH2:21][CH2:20][O:19]1)=O)C1C=CC=CC=1.C(N(CC)CC)C.[H][H]. The catalyst is C(O)C.[Pd]. The product is [NH2:11][CH2:12][CH2:13][CH2:14][C@@H:15]([NH:24][C:25](=[O:53])[CH2:26][C@H:27]([O:39][C:40](=[O:52])[CH2:41][CH2:42][CH2:43][CH2:44][CH2:45][CH2:46][CH2:47][CH2:48][CH2:49][CH2:50][CH3:51])[CH2:28][CH2:29][CH2:30][CH2:31][CH2:32][CH2:33][CH2:34][CH2:35][CH2:36][CH2:37][CH3:38])[CH2:16][O:17][CH:18]1[CH2:23][CH2:22][CH2:21][CH2:20][O:19]1. The yield is 1.00. (3) The reactants are [O:1]=[C:2]1[NH:7][C:6](=[O:8])[CH:5]=[C:4]([O:9][CH2:10][C:11]([F:14])([F:13])[F:12])[N:3]1[CH2:15][C:16]1[CH:21]=[CH:20][C:19]([C:22]2[C:23]([C:28]#[N:29])=[CH:24][CH:25]=[CH:26][CH:27]=2)=[CH:18][CH:17]=1.Br[CH2:31][C:32]([C:34]1[CH:39]=[CH:38][C:37]([O:40][CH3:41])=[CH:36][CH:35]=1)=[O:33].CN(C)C=O.[H-].[Na+]. The catalyst is C(OCC)(=O)C. The product is [CH3:41][O:40][C:37]1[CH:38]=[CH:39][C:34]([C:32](=[O:33])[CH2:31][N:7]2[C:6](=[O:8])[CH:5]=[C:4]([O:9][CH2:10][C:11]([F:12])([F:13])[F:14])[N:3]([CH2:15][C:16]3[CH:21]=[CH:20][C:19]([C:22]4[C:23]([C:28]#[N:29])=[CH:24][CH:25]=[CH:26][CH:27]=4)=[CH:18][CH:17]=3)[C:2]2=[O:1])=[CH:35][CH:36]=1. The yield is 0.910. (4) The reactants are [NH2:1][C:2]1[C:11]2[C:6](=[CH:7][CH:8]=[CH:9][CH:10]=2)[CH:5]=[CH:4][C:3]=1[C:12]([OH:21])([C:17]([F:20])([F:19])[F:18])[C:13]([F:16])([F:15])[F:14].[Br:22][C:23]1[CH:24]=[C:25]([CH:29]=[CH:30][CH:31]=1)[C:26](Cl)=[O:27]. No catalyst specified. The product is [Br:22][C:23]1[CH:24]=[C:25]([CH:29]=[CH:30][CH:31]=1)[C:26]([NH:1][C:2]1[C:11]2[C:6](=[CH:7][CH:8]=[CH:9][CH:10]=2)[CH:5]=[CH:4][C:3]=1[C:12]([OH:21])([C:13]([F:14])([F:15])[F:16])[C:17]([F:18])([F:19])[F:20])=[O:27]. The yield is 0.240. (5) The reactants are [CH3:1][C:2]1[CH:7]=[C:6]([C:8]2[CH:13]=[CH:12][C:11]([C:14]([F:17])([F:16])[F:15])=[CH:10][CH:9]=2)[N:5]=[C:4]([C:18]2[CH:23]=[CH:22][N:21]=[C:20]([C:24]3[CH:29]=[CH:28][CH:27]=[C:26]([N+:30]([O-])=O)[CH:25]=3)[CH:19]=2)[CH:3]=1.[H][H]. The catalyst is C1COCC1.CO.[Pd]. The product is [CH3:1][C:2]1[CH:7]=[C:6]([C:8]2[CH:13]=[CH:12][C:11]([C:14]([F:17])([F:15])[F:16])=[CH:10][CH:9]=2)[N:5]=[C:4]([C:18]2[CH:23]=[CH:22][N:21]=[C:20]([C:24]3[CH:25]=[C:26]([NH2:30])[CH:27]=[CH:28][CH:29]=3)[CH:19]=2)[CH:3]=1. The yield is 0.880.